This data is from Reaction yield outcomes from USPTO patents with 853,638 reactions. The task is: Predict the reaction yield, written as a fraction of the theoretical maximum amount of product (1.0 means a 100% yield; for example, 0.34 means a 34% yield). (1) The reactants are [CH3:1][O:2][C:3]([CH:5]1[C:10]([CH3:12])([CH3:11])[S:9][CH2:8][CH2:7][N:6]1[S:13]([C:16]1[CH:21]=[CH:20][C:19]([OH:22])=[CH:18][CH:17]=1)(=[O:15])=[O:14])=[O:4].[C:23]1([C:29]#[C:30][CH2:31]O)[CH:28]=[CH:27][CH:26]=[CH:25][CH:24]=1. No catalyst specified. The product is [CH3:11][C:10]1([CH3:12])[S:9][CH2:8][CH2:7][N:6]([S:13]([C:16]2[CH:17]=[CH:18][C:19]([O:22][CH2:31][C:30]#[C:29][C:23]3[CH:28]=[CH:27][CH:26]=[CH:25][CH:24]=3)=[CH:20][CH:21]=2)(=[O:15])=[O:14])[C@H:5]1[C:3]([O:2][CH3:1])=[O:4]. The yield is 0.550. (2) The reactants are Cl[C:2]1[N:7]=[CH:6][N:5]=[C:4]([NH:8][C:9]2[CH:14]=[CH:13][CH:12]=[C:11]([O:15][C:16]3[CH:21]=[CH:20][CH:19]=[CH:18][CH:17]=3)[CH:10]=2)[CH:3]=1.[NH2:22][C:23]1[CH:28]=[CH:27][CH:26]=[C:25]([NH2:29])[CH:24]=1.Cl. The catalyst is C(O)CCC. The product is [NH2:22][C:23]1[CH:24]=[C:25]([NH:29][C:2]2[CH:3]=[C:4]([NH:8][C:9]3[CH:14]=[CH:13][CH:12]=[C:11]([O:15][C:16]4[CH:21]=[CH:20][CH:19]=[CH:18][CH:17]=4)[CH:10]=3)[N:5]=[CH:6][N:7]=2)[CH:26]=[CH:27][CH:28]=1. The yield is 0.320. (3) The catalyst is CS(C)=O. The reactants are [Br:1][C:2]1[CH:15]=[CH:14][C:5]([CH2:6][CH:7](C(O)=O)[C:8]([OH:10])=[O:9])=[CH:4][CH:3]=1. The yield is 0.980. The product is [Br:1][C:2]1[CH:3]=[CH:4][C:5]([CH2:6][CH2:7][C:8]([OH:10])=[O:9])=[CH:14][CH:15]=1. (4) The reactants are C(CC(Cl)=O)#N.COC1C=CC([NH:15][C:16](=O)[CH2:17][C:18]([NH:20][C:21]([CH3:37])([CH2:27][C:28](=[O:36])[C:29]2[CH:34]=[CH:33][C:32]([CH3:35])=[CH:31][CH:30]=2)[C:22]([O:24][CH2:25][CH3:26])=[O:23])=[O:19])=CC=1.N1C=CC=CC=1. The catalyst is C(Cl)Cl.CN(C1C=CN=CC=1)C. The product is [C:16]([CH2:17][C:18]([NH:20][C:21]([CH3:37])([CH2:27][C:28](=[O:36])[C:29]1[CH:30]=[CH:31][C:32]([CH3:35])=[CH:33][CH:34]=1)[C:22]([O:24][CH2:25][CH3:26])=[O:23])=[O:19])#[N:15]. The yield is 0.840. (5) The reactants are [F:1][C:2]1[C:3]([CH2:9][OH:10])=[N:4][CH:5]=[C:6]([F:8])[CH:7]=1.C(N(CC)CC)C.[CH3:18][S:19](Cl)(=[O:21])=[O:20]. The catalyst is C(Cl)Cl. The product is [CH3:18][S:19]([O:10][CH2:9][C:3]1[C:2]([F:1])=[CH:7][C:6]([F:8])=[CH:5][N:4]=1)(=[O:21])=[O:20]. The yield is 0.780. (6) The reactants are [CH3:1][O:2][C:3]1[CH:4]=[C:5]2[C:10](=[CH:11][C:12]=1[O:13][CH3:14])[N:9]=[CH:8][N:7]=[C:6]2[CH:15]1[CH2:20][CH2:19][NH:18][CH2:17][CH2:16]1.[CH2:21]([C:25]1[CH:30]=[CH:29][C:28]([N:31]=[C:32]=[O:33])=[CH:27][CH:26]=1)[CH2:22][CH2:23][CH3:24]. The catalyst is CN(C=O)C. The product is [CH2:21]([C:25]1[CH:30]=[CH:29][C:28]([NH:31][C:32]([N:18]2[CH2:19][CH2:20][CH:15]([C:6]3[C:5]4[C:10](=[CH:11][C:12]([O:13][CH3:14])=[C:3]([O:2][CH3:1])[CH:4]=4)[N:9]=[CH:8][N:7]=3)[CH2:16][CH2:17]2)=[O:33])=[CH:27][CH:26]=1)[CH2:22][CH2:23][CH3:24]. The yield is 0.410. (7) The reactants are [N:1]([CH2:4][CH2:5][O:6][C:7]1[CH:8]=[CH:9][C:10]2[C:14]([C:15]3[CH:20]=[CH:19][C:18]([C:21]([F:24])([F:23])[F:22])=[CH:17][CH:16]=3)=[C:13]([CH3:25])[S:12][C:11]=2[CH:26]=1)=[N+]=[N-].C1(P(C2C=CC=CC=2)C2C=CC=CC=2)C=CC=CC=1.O. The catalyst is O1CCCC1. The product is [CH3:25][C:13]1[S:12][C:11]2[CH:26]=[C:7]([O:6][CH2:5][CH2:4][NH2:1])[CH:8]=[CH:9][C:10]=2[C:14]=1[C:15]1[CH:20]=[CH:19][C:18]([C:21]([F:24])([F:22])[F:23])=[CH:17][CH:16]=1. The yield is 0.934. (8) The reactants are [CH2:1]([O:3][C:4]1[CH:9]=[CH:8][CH:7]=[CH:6][C:5]=1[CH2:10][CH2:11]O)[CH3:2].C1C=CC(P(C2C=CC=CC=2)C2C=CC=CC=2)=CC=1.N1C=CN=C1.[I:37]I. The catalyst is ClCCl. The product is [CH2:1]([O:3][C:4]1[CH:9]=[CH:8][CH:7]=[CH:6][C:5]=1[CH2:10][CH2:11][I:37])[CH3:2]. The yield is 0.610.